From a dataset of Forward reaction prediction with 1.9M reactions from USPTO patents (1976-2016). Predict the product of the given reaction. (1) Given the reactants [CH2:1]([O:3][C:4]([C:6]1([C:9]2[CH:14]=[CH:13][C:12]([C:15]3[CH:20]=[CH:19][C:18]([C:21]4[S:22][C:23]([Cl:29])=[CH:24][C:25]=4C(=O)N)=[CH:17][C:16]=3[O:30][CH3:31])=[CH:11][CH:10]=2)[CH2:8][CH2:7]1)=[O:5])[CH3:2].[Cl:32][C:33]1[CH:38]=[CH:37][CH:36]=[CH:35][C:34]=1[C@H:39]([OH:41])[CH3:40].[N:42]1[CH:47]=CC=CC=1.FC(F)(F)C(OI(C1C=CC=CC=1)OC(=O)C(F)(F)F)=[O:51], predict the reaction product. The product is: [CH2:1]([O:3][C:4]([C:6]1([C:9]2[CH:14]=[CH:13][C:12]([C:15]3[CH:20]=[CH:19][C:18]([C:21]4[S:22][C:23]([Cl:29])=[CH:24][C:25]=4[NH:42][C:47]([O:41][C@@H:39]([C:34]4[CH:35]=[CH:36][CH:37]=[CH:38][C:33]=4[Cl:32])[CH3:40])=[O:51])=[CH:17][C:16]=3[O:30][CH3:31])=[CH:11][CH:10]=2)[CH2:8][CH2:7]1)=[O:5])[CH3:2]. (2) Given the reactants [NH:1]1[C:5](=[O:6])[CH2:4][CH2:3][C@H:2]1[C:7]([OH:9])=O.[NH2:10][CH:11]([CH3:14])[CH2:12]O, predict the reaction product. The product is: [CH3:12][CH:11]1[CH2:14][O:9][C:7]([CH:2]2[NH:1][C:5](=[O:6])[CH2:4][CH2:3]2)=[N:10]1. (3) Given the reactants [NH2:1][C@@H:2]([C:7]([CH3:10])([CH3:9])[CH3:8])[C:3]([O:5][CH3:6])=[O:4].CCN(C(C)C)C(C)C.[C:20]12([N:30]=[C:31]=[O:32])[CH2:29][CH:24]3[CH2:25][CH:26]([CH2:28][CH:22]([CH2:23]3)[CH2:21]1)[CH2:27]2, predict the reaction product. The product is: [CH3:6][O:5][C:3](=[O:4])[C@@H:2]([NH:1][C:31]([NH:30][C:20]12[CH2:29][CH:24]3[CH2:23][CH:22]([CH2:28][CH:26]([CH2:25]3)[CH2:27]1)[CH2:21]2)=[O:32])[C:7]([CH3:10])([CH3:9])[CH3:8]. (4) Given the reactants [O:1]=[C:2]1[C:7]([CH2:8][C:9]2[CH:14]=[CH:13][C:12]([C:15]3[C:16]([C:21]#[N:22])=[CH:17][CH:18]=[CH:19][CH:20]=3)=[CH:11][CH:10]=2)=[C:6]([CH2:23][CH2:24][CH3:25])[N:5]2[N:26]=[CH:27][N:28]=[C:4]2[N:3]1[CH:29]1[CH2:34][CH2:33][C:32](=[O:35])[CH2:31][CH2:30]1.[CH3:36][C:37]([CH3:42])([CH2:40]O)[CH2:38][OH:39], predict the reaction product. The product is: [CH3:36][C:37]1([CH3:42])[CH2:38][O:39][C:32]2([CH2:31][CH2:30][CH:29]([N:3]3[C:2](=[O:1])[C:7]([CH2:8][C:9]4[CH:10]=[CH:11][C:12]([C:15]5[C:16]([C:21]#[N:22])=[CH:17][CH:18]=[CH:19][CH:20]=5)=[CH:13][CH:14]=4)=[C:6]([CH2:23][CH2:24][CH3:25])[N:5]4[N:26]=[CH:27][N:28]=[C:4]34)[CH2:34][CH2:33]2)[O:35][CH2:40]1. (5) Given the reactants C([O:3][C:4](=[O:38])[CH:5]([O:35][CH2:36][CH3:37])[CH2:6][C:7]1[CH:12]=[CH:11][C:10]([O:13][CH:14]([CH:31]2[CH2:33][CH2:32]2)[C:15]2[S:19][C:18]([C:20]3[CH:25]=[CH:24][C:23]([C:26]([F:29])([F:28])[F:27])=[CH:22][CH:21]=3)=[N:17][C:16]=2[CH3:30])=[CH:9][C:8]=1[CH3:34])C.[Li+].[OH-], predict the reaction product. The product is: [CH:31]1([CH:14]([C:15]2[S:19][C:18]([C:20]3[CH:25]=[CH:24][C:23]([C:26]([F:28])([F:29])[F:27])=[CH:22][CH:21]=3)=[N:17][C:16]=2[CH3:30])[O:13][C:10]2[CH:11]=[CH:12][C:7]([CH2:6][CH:5]([O:35][CH2:36][CH3:37])[C:4]([OH:38])=[O:3])=[C:8]([CH3:34])[CH:9]=2)[CH2:33][CH2:32]1. (6) Given the reactants [NH2:1][C:2]1[CH:7]=[C:6]([Cl:8])[CH:5]=[CH:4][C:3]=1[SH:9].[CH2:10]([O:12][C:13](OCC)([O:19]CC)[C:14](OCC)=O)[CH3:11], predict the reaction product. The product is: [CH2:10]([O:12][C:13]([C:14]1[S:9][C:3]2[CH:4]=[CH:5][C:6]([Cl:8])=[CH:7][C:2]=2[N:1]=1)=[O:19])[CH3:11]. (7) Given the reactants [CH2:1]([O:3][C:4]1[CH:5]=[C:6]2[C:11](=[CH:12][C:13]=1[S:14](Cl)(=[O:16])=[O:15])[CH2:10][N:9]([C:18](=[O:23])[C:19]([F:22])([F:21])[F:20])[CH2:8][CH2:7]2)[CH3:2].[F-:24].[K+].C(=O)(O)[O-].[Na+], predict the reaction product. The product is: [CH2:1]([O:3][C:4]1[CH:5]=[C:6]2[C:11](=[CH:12][C:13]=1[S:14]([F:24])(=[O:16])=[O:15])[CH2:10][N:9]([C:18](=[O:23])[C:19]([F:22])([F:21])[F:20])[CH2:8][CH2:7]2)[CH3:2]. (8) Given the reactants Cl.I[C:3]1[C:11]2[C:6](=[N:7][CH:8]=[N:9][C:10]=2[NH2:12])[N:5]([CH:13]2[CH2:17][CH2:16][NH:15][CH2:14]2)[N:4]=1.[CH3:18][O:19][C:20]1[CH:25]=[C:24](B2OC(C)(C)C(C)(C)O2)[CH:23]=[CH:22][C:21]=1[NH:35][C:36]([C:38]1[N:39]([CH3:47])[C:40]2[C:45]([CH:46]=1)=[CH:44][CH:43]=[CH:42][CH:41]=2)=[O:37].C(=O)([O-])[O-].[Na+].[Na+], predict the reaction product. The product is: [NH2:12][C:10]1[N:9]=[CH:8][N:7]=[C:6]2[N:5]([CH:13]3[CH2:17][CH2:16][NH:15][CH2:14]3)[N:4]=[C:3]([C:24]3[CH:23]=[CH:22][C:21]([NH:35][C:36]([C:38]4[N:39]([CH3:47])[C:40]5[C:45]([CH:46]=4)=[CH:44][CH:43]=[CH:42][CH:41]=5)=[O:37])=[C:20]([O:19][CH3:18])[CH:25]=3)[C:11]=12.